From a dataset of Forward reaction prediction with 1.9M reactions from USPTO patents (1976-2016). Predict the product of the given reaction. (1) The product is: [N:15]1([CH2:14][CH2:13][O:12][C:11]2[CH:21]=[CH:22][C:8]([C:6]3[CH:5]=[CH:4][N:3]=[C:2]([NH:24][CH2:25][C:26]4[CH:27]=[CH:28][C:29]([C:30]([O:32][CH3:33])=[O:31])=[CH:34][CH:35]=4)[N:7]=3)=[CH:9][CH:10]=2)[CH2:20][CH2:19][O:18][CH2:17][CH2:16]1. Given the reactants Cl[C:2]1[N:7]=[C:6]([C:8]2[CH:22]=[CH:21][C:11]([O:12][CH2:13][CH2:14][N:15]3[CH2:20][CH2:19][O:18][CH2:17][CH2:16]3)=[CH:10][CH:9]=2)[CH:5]=[CH:4][N:3]=1.Cl.[NH2:24][CH2:25][C:26]1[CH:35]=[CH:34][C:29]([C:30]([O:32][CH3:33])=[O:31])=[CH:28][CH:27]=1.C(=O)([O-])[O-].[Cs+].[Cs+].C1C=CC(P(C2C(C3C(P(C4C=CC=CC=4)C4C=CC=CC=4)=CC=C4C=3C=CC=C4)=C3C(C=CC=C3)=CC=2)C2C=CC=CC=2)=CC=1, predict the reaction product. (2) The product is: [Cl:17][C:13]1[CH:12]=[C:11]([C:9]([C:6]2[CH:7]=[CH:8][C:3]([CH2:2][N:18]3[CH2:23][CH2:22][O:21][CH2:20][CH2:19]3)=[CH:4][CH:5]=2)=[O:10])[CH:16]=[CH:15][CH:14]=1. Given the reactants Br[CH2:2][C:3]1[CH:8]=[CH:7][C:6]([C:9]([C:11]2[CH:16]=[CH:15][CH:14]=[C:13]([Cl:17])[CH:12]=2)=[O:10])=[CH:5][CH:4]=1.[NH:18]1[CH2:23][CH2:22][O:21][CH2:20][CH2:19]1, predict the reaction product.